From a dataset of Forward reaction prediction with 1.9M reactions from USPTO patents (1976-2016). Predict the product of the given reaction. (1) Given the reactants [CH3:1][C:2]([CH3:21])([CH3:20])[O:3][C:4](=[O:19])[NH:5][CH2:6][C:7](=[O:18])[NH:8][C@H:9]([C:14](OC)=[O:15])[CH2:10][CH2:11][S:12][CH3:13].[NH2:22][OH:23], predict the reaction product. The product is: [OH:23][NH:22][C:14](=[O:15])[C@@H:9]([NH:8][C:7](=[O:18])[CH2:6][NH:5][C:4](=[O:19])[O:3][C:2]([CH3:21])([CH3:20])[CH3:1])[CH2:10][CH2:11][S:12][CH3:13]. (2) The product is: [CH3:24][O:14][C:11](=[O:12])[CH2:17][CH2:18][CH2:19][O:10][C:6]1[CH:7]=[CH:8][CH:9]=[C:4]([N+:1]([O-:3])=[O:2])[CH:5]=1. Given the reactants [N+:1]([C:4]1[CH:5]=[C:6]([OH:10])[CH:7]=[CH:8][CH:9]=1)([O-:3])=[O:2].[C:11]([O-:14])([O-])=[O:12].[K+].[K+].[CH3:17][CH2:18][CH2:19]CCCC.[CH3:24]N(C=O)C, predict the reaction product. (3) Given the reactants CS(O[CH:6]1[CH2:9][N:8]([C:10]2[CH:15]=[CH:14][C:13]([NH:16][C:17]3[N:22]=[C:21]([C:23]4[N:27]([CH:28]([CH3:30])[CH3:29])[C:26]([CH3:31])=[N:25][CH:24]=4)[C:20]([F:32])=[CH:19][N:18]=3)=[CH:12][CH:11]=2)[CH2:7]1)(=O)=O.[N-:33]=[N+:34]=[N-:35].[Na+], predict the reaction product. The product is: [N:33]([CH:6]1[CH2:9][N:8]([C:10]2[CH:15]=[CH:14][C:13]([NH:16][C:17]3[N:22]=[C:21]([C:23]4[N:27]([CH:28]([CH3:30])[CH3:29])[C:26]([CH3:31])=[N:25][CH:24]=4)[C:20]([F:32])=[CH:19][N:18]=3)=[CH:12][CH:11]=2)[CH2:7]1)=[N+:34]=[N-:35]. (4) Given the reactants [Cl:1][C:2]1[CH:23]=[C:22]([CH3:24])[C:5]([O:6][C:7]2[C:12]([CH2:13]Cl)=[C:11]([NH:15][CH:16]([CH2:19][CH3:20])[CH2:17][CH3:18])[CH:10]=[C:9]([CH3:21])[N:8]=2)=[C:4]([CH3:25])[CH:3]=1, predict the reaction product. The product is: [Cl:1][C:2]1[CH:3]=[C:4]([CH3:25])[C:5]([O:6][C:7]2[C:12]([CH3:13])=[C:11]([NH:15][CH:16]([CH2:19][CH3:20])[CH2:17][CH3:18])[CH:10]=[C:9]([CH3:21])[N:8]=2)=[C:22]([CH3:24])[CH:23]=1. (5) The product is: [NH2:20][C:21]1[N:22]=[CH:23][C:24]([C:2]2[S:10][C:9]3[C:8](=[O:11])[N:7]=[CH:6][N:5]([CH2:12][C:13]4[CH:18]=[CH:17][C:16]([Cl:19])=[CH:15][CH:14]=4)[C:4]=3[CH:3]=2)=[CH:25][CH:26]=1. Given the reactants Br[C:2]1[S:10][C:9]2[C:8](=[O:11])[N:7]=[CH:6][N:5]([CH2:12][C:13]3[CH:18]=[CH:17][C:16]([Cl:19])=[CH:15][CH:14]=3)[C:4]=2[CH:3]=1.[NH2:20][C:21]1[CH:26]=[CH:25][C:24](B(O)O)=[CH:23][N:22]=1.C([O-])([O-])=O.[Na+].[Na+], predict the reaction product. (6) Given the reactants [SH:1][C:2]1[CH:9]=[C:8]([O:10][CH3:11])[CH:7]=[CH:6][C:3]=1[C:4]#[N:5].[CH2:12](Br)[C:13]1[CH:18]=[CH:17][CH:16]=[CH:15][CH:14]=1.C([O-])([O-])=O.[K+].[K+], predict the reaction product. The product is: [CH2:12]([S:1][C:2]1[CH:9]=[C:8]([O:10][CH3:11])[CH:7]=[CH:6][C:3]=1[C:4]#[N:5])[C:13]1[CH:18]=[CH:17][CH:16]=[CH:15][CH:14]=1. (7) Given the reactants [H-].[Na+].[OH:3][CH:4](C)[CH2:5][NH:6][C:7]([C:9]1[O:10][C:11]2[CH:17]=[CH:16][CH:15]=[CH:14][C:12]=2[CH:13]=1)=[O:8].C[O:20][C:21](=[O:48])[C:22]1[CH:27]=[C:26]([CH3:28])[CH:25]=[C:24]([CH3:29])[C:23]=1[N:30]([CH2:41][C:42]1[CH:47]=[CH:46][CH:45]=[CH:44][CH:43]=1)[S:31]([C:34]1[CH:39]=[CH:38][C:37](F)=[CH:36][CH:35]=1)(=[O:33])=[O:32].[Li+].[OH-], predict the reaction product. The product is: [O:10]1[C:11]2[CH:17]=[CH:16][CH:15]=[CH:14][C:12]=2[CH:13]=[C:9]1[C:7]([NH:6][CH2:5][CH2:4][O:3][C:37]1[CH:38]=[CH:39][C:34]([S:31]([N:30]([C:23]2[C:24]([CH3:29])=[CH:25][C:26]([CH3:28])=[CH:27][C:22]=2[C:21]([OH:48])=[O:20])[CH2:41][C:42]2[CH:43]=[CH:44][CH:45]=[CH:46][CH:47]=2)(=[O:32])=[O:33])=[CH:35][CH:36]=1)=[O:8]. (8) The product is: [CH3:1][O:2][CH2:3][CH2:4][O:5][C:6]1[C:7]([NH2:19])=[N:8][CH:9]=[C:10]([O:12][C:13]2[CH:14]=[N:15][CH:16]=[CH:17][CH:18]=2)[CH:11]=1. Given the reactants [CH3:1][O:2][CH2:3][CH2:4][O:5][C:6]1[C:7]([N+:19]([O-])=O)=[N:8][CH:9]=[C:10]([O:12][C:13]2[CH:14]=[N:15][CH:16]=[CH:17][CH:18]=2)[CH:11]=1.C(O)(=O)C, predict the reaction product. (9) Given the reactants [NH2:1][C:2]1[CH:7]=[CH:6][N:5]([CH:8]2[CH2:12][O:11][CH:10]([CH2:13][OH:14])[O:9]2)[C:4](=[O:15])[N:3]=1.[C:16]1([CH2:22][CH2:23][CH2:24][CH2:25][CH2:26][CH2:27][CH2:28][C:29](O)=[O:30])[CH:21]=[CH:20][CH:19]=[CH:18][CH:17]=1.CCN=C=NCCCN(C)C.C([O-])(O)=O.[Na+], predict the reaction product. The product is: [NH2:1][C:2]1[CH:7]=[CH:6][N:5]([CH:8]2[CH2:12][O:11][CH:10]([CH2:13][O:14][C:29](=[O:30])[CH2:28][CH2:27][CH2:26][CH2:25][CH2:24][CH2:23][CH2:22][C:16]3[CH:17]=[CH:18][CH:19]=[CH:20][CH:21]=3)[O:9]2)[C:4](=[O:15])[N:3]=1.